From a dataset of Forward reaction prediction with 1.9M reactions from USPTO patents (1976-2016). Predict the product of the given reaction. (1) Given the reactants Cl[CH2:2][C:3]1[CH:10]=[CH:9][C:6]([C:7]#[N:8])=[CH:5][CH:4]=1.[S:11]([O-:14])([O-:13])=[O:12].[Na+:15].[Na+].CC(C)=O, predict the reaction product. The product is: [C:7]([C:6]1[CH:9]=[CH:10][C:3]([CH2:2][S:11]([O-:14])(=[O:13])=[O:12])=[CH:4][CH:5]=1)#[N:8].[Na+:15]. (2) Given the reactants [CH3:1][C:2]([OH:41])([C:4]1[CH:5]=[CH:6][CH:7]=[CH:8][C:9]=1[CH2:10][CH2:11][C@@H:12]([S:32][CH2:33][C:34]1([CH2:37][C:38]([OH:40])=[O:39])[CH2:36][CH2:35]1)[C:13]1[CH:14]=[CH:15][CH:16]=[C:17](/[CH:19]=[CH:20]/[C:21]2[CH:22]=[CH:23][C:24]3[CH:25]=[CH:26][C:27]([Cl:31])=[CH:28][C:29]=3[N:30]=2)[CH:18]=1)[CH3:3].C(N)(C)C.CC(C)([O-])C.[Na+:51].C, predict the reaction product. The product is: [CH3:3][C:2]([OH:41])([C:4]1[CH:5]=[CH:6][CH:7]=[CH:8][C:9]=1[CH2:10][CH2:11][C@@H:12]([S:32][CH2:33][C:34]1([CH2:37][C:38]([O-:40])=[O:39])[CH2:35][CH2:36]1)[C:13]1[CH:14]=[CH:15][CH:16]=[C:17](/[CH:19]=[CH:20]/[C:21]2[CH:22]=[CH:23][C:24]3[CH:25]=[CH:26][C:27]([Cl:31])=[CH:28][C:29]=3[N:30]=2)[CH:18]=1)[CH3:1].[Na+:51].